From a dataset of Human liver microsome stability data. Regression/Classification. Given a drug SMILES string, predict its absorption, distribution, metabolism, or excretion properties. Task type varies by dataset: regression for continuous measurements (e.g., permeability, clearance, half-life) or binary classification for categorical outcomes (e.g., BBB penetration, CYP inhibition). Dataset: hlm. The drug is Fc1ccc(Nc2ncnc3nc(Nc4ccc(CCN5CCOCC5)cc4)sc23)cc1Cl. The result is 1 (stable in human liver microsomes).